Predict the product of the given reaction. From a dataset of Forward reaction prediction with 1.9M reactions from USPTO patents (1976-2016). (1) Given the reactants [CH2:1]([O:3][C:4]([C:6]1[C:7]([C:11]([F:14])([F:13])[F:12])=[N:8][NH:9][CH:10]=1)=[O:5])[CH3:2].[H-].[Na+].I[CH3:18], predict the reaction product. The product is: [CH2:1]([O:3][C:4]([C:6]1[C:7]([C:11]([F:13])([F:14])[F:12])=[N:8][N:9]([CH3:18])[CH:10]=1)=[O:5])[CH3:2]. (2) Given the reactants [NH:1]1[C:9]2[C:4](=[C:5]([C:10]3[N:11]=[C:12]([N:22]4[CH2:27][CH2:26][O:25][CH2:24][CH2:23]4)[C:13]4[CH:18]=[C:17]([C:19]([OH:21])=O)[S:16][C:14]=4[N:15]=3)[CH:6]=[CH:7][CH:8]=2)[CH:3]=[N:2]1.[F:28][C:29]([F:33])([F:32])[CH2:30][NH2:31], predict the reaction product. The product is: [F:28][C:29]([F:33])([F:32])[CH2:30][NH:31][C:19]([C:17]1[S:16][C:14]2[N:15]=[C:10]([C:5]3[CH:6]=[CH:7][CH:8]=[C:9]4[C:4]=3[CH:3]=[N:2][NH:1]4)[N:11]=[C:12]([N:22]3[CH2:23][CH2:24][O:25][CH2:26][CH2:27]3)[C:13]=2[CH:18]=1)=[O:21]. (3) Given the reactants Cl.[NH:2]1[CH2:6][CH2:5][C@@H:4]([NH:7][C:8]([C:10]2[C:14]3[N:15]=[CH:16][N:17]=[C:18]([C:19]4[CH:24]=[C:23]([O:25][CH3:26])[C:22]([F:27])=[CH:21][C:20]=4[O:28][CH2:29][CH:30]4[CH2:32][CH2:31]4)[C:13]=3[NH:12][CH:11]=2)=[O:9])[CH2:3]1.[C:33](Cl)(=[O:35])[CH3:34], predict the reaction product. The product is: [C:33]([N:2]1[CH2:6][CH2:5][C@@H:4]([NH:7][C:8]([C:10]2[C:14]3[N:15]=[CH:16][N:17]=[C:18]([C:19]4[CH:24]=[C:23]([O:25][CH3:26])[C:22]([F:27])=[CH:21][C:20]=4[O:28][CH2:29][CH:30]4[CH2:31][CH2:32]4)[C:13]=3[NH:12][CH:11]=2)=[O:9])[CH2:3]1)(=[O:35])[CH3:34]. (4) The product is: [CH2:26]([N:28]([CH2:29][CH2:30][CH2:31][S:32]([CH2:35][CH2:36][C:37]([F:39])([F:38])[F:40])(=[O:34])=[O:33])[CH2:2][CH2:3][CH2:4][CH2:5][CH2:6][CH2:7][C:8]1[C:14]2[CH:15]=[CH:16][C:17]([OH:19])=[CH:18][C:13]=2[CH2:12][CH2:11][CH2:10][C:9]=1[C:20]1[CH:25]=[CH:24][CH:23]=[CH:22][CH:21]=1)[CH3:27]. Given the reactants Br[CH2:2][CH2:3][CH2:4][CH2:5][CH2:6][CH2:7][C:8]1[C:14]2[CH:15]=[CH:16][C:17]([OH:19])=[CH:18][C:13]=2[CH2:12][CH2:11][CH2:10][C:9]=1[C:20]1[CH:25]=[CH:24][CH:23]=[CH:22][CH:21]=1.[CH2:26]([NH:28][CH2:29][CH2:30][CH2:31][S:32]([CH2:35][CH2:36][C:37]([F:40])([F:39])[F:38])(=[O:34])=[O:33])[CH3:27], predict the reaction product. (5) Given the reactants [CH3:1][O:2][CH2:3][O:4][C:5]1[C:6]([C:18]2[CH:23]=[CH:22][CH:21]=[CH:20][CH:19]=2)=[N:7][C:8]([O:11][C:12]2[CH:17]=[CH:16][CH:15]=[CH:14][CH:13]=2)=[CH:9][CH:10]=1.CN(CCN(C)C)C.[Li]CCCC.[Cl-].[NH4+].C1C[O:42][CH2:41]C1, predict the reaction product. The product is: [CH3:1][O:2][CH2:3][O:4][C:5]1[C:6]([C:18]2[CH:23]=[CH:22][CH:21]=[CH:20][CH:19]=2)=[N:7][C:8]([O:11][C:12]2[CH:17]=[CH:16][CH:15]=[CH:14][CH:13]=2)=[CH:9][C:10]=1[CH:41]=[O:42]. (6) Given the reactants Cl.[Cl:2][C:3]1[N:4]=[C:5]([N:12]2[CH2:17][CH2:16][O:15][CH2:14][C@@H:13]2[CH3:18])[C:6]2[CH2:11][NH:10][CH2:9][C:7]=2[N:8]=1.[CH:19]1([CH:22]=O)[CH2:21][CH2:20]1.CCN(CC)CC.C(O[BH-](OC(=O)C)OC(=O)C)(=O)C.[Na+], predict the reaction product. The product is: [Cl:2][C:3]1[N:4]=[C:5]([N:12]2[CH2:17][CH2:16][O:15][CH2:14][C@@H:13]2[CH3:18])[C:6]2[CH2:11][N:10]([CH2:22][CH:19]3[CH2:21][CH2:20]3)[CH2:9][C:7]=2[N:8]=1. (7) Given the reactants [OH-].[K+].[CH2:3]([C:10]1[NH:14][C:13]2[CH:15]=[CH:16][C:17]([Br:19])=[CH:18][C:12]=2[N:11]=1)[C:4]1[CH:9]=[CH:8][CH:7]=[CH:6][CH:5]=1.[CH3:20]I, predict the reaction product. The product is: [CH2:3]([C:10]1[N:14]([CH3:20])[C:13]2[CH:15]=[CH:16][C:17]([Br:19])=[CH:18][C:12]=2[N:11]=1)[C:4]1[CH:5]=[CH:6][CH:7]=[CH:8][CH:9]=1.